From a dataset of Full USPTO retrosynthesis dataset with 1.9M reactions from patents (1976-2016). Predict the reactants needed to synthesize the given product. (1) Given the product [CH2:1]([O:3][C:4]([C:6]12[CH2:8][CH:7]1[CH:9]=[CH:10][CH2:33][CH2:32][CH2:31][CH2:30][CH2:29][CH:28]([NH:36][C:37]([O:39][C:40]([CH3:42])([CH3:43])[CH3:41])=[O:38])[C:27](=[O:44])[N:15]1[CH:14]([CH2:18][CH:17]([O:19][Si:20]([C:23]([CH3:24])([CH3:26])[CH3:25])([CH3:21])[CH3:22])[CH2:16]1)[C:12](=[O:13])[NH:11]2)=[O:5])[CH3:2], predict the reactants needed to synthesize it. The reactants are: [CH2:1]([O:3][C:4]([C:6]1([NH:11][C:12]([CH:14]2[CH2:18][CH:17]([O:19][Si:20]([C:23]([CH3:26])([CH3:25])[CH3:24])([CH3:22])[CH3:21])[CH2:16][N:15]2[C:27](=[O:44])[CH:28]([NH:36][C:37]([O:39][C:40]([CH3:43])([CH3:42])[CH3:41])=[O:38])[CH2:29][CH2:30][CH2:31][CH2:32][CH2:33]C=C)=[O:13])[CH2:8][CH:7]1[CH:9]=[CH2:10])=[O:5])[CH3:2].C1(P(C2CCCCC2)C2CCCCC2)CCCCC1. (2) Given the product [C:8]([C:3]1[CH:4]=[N:5][CH:6]=[CH:7][C:2]=1[CH3:1])#[CH:9], predict the reactants needed to synthesize it. The reactants are: [CH3:1][C:2]1[CH:7]=[CH:6][N:5]=[CH:4][C:3]=1[C:8]#[C:9][Si](C)(C)C.C(=O)([O-])[O-].[K+].[K+].CCOCC. (3) Given the product [Cl:1][C:2]1[CH:3]=[CH:4][C:5]2[N:11]3[CH:12]=[CH:13][CH:14]=[C:10]3[C@@H:9]([CH2:15][CH2:16][N:17]3[CH:21]=[C:20]([CH2:22][OH:23])[CH:19]=[N:18]3)[O:8][C@H:7]([C:27]3[CH:32]=[CH:31][CH:30]=[C:29]([O:33][CH3:34])[C:28]=3[O:35][CH3:36])[C:6]=2[CH:37]=1, predict the reactants needed to synthesize it. The reactants are: [Cl:1][C:2]1[CH:3]=[CH:4][C:5]2[N:11]3[CH:12]=[CH:13][CH:14]=[C:10]3[C@@H:9]([CH2:15][CH2:16][N:17]3[CH:21]=[C:20]([C:22](OCC)=[O:23])[CH:19]=[N:18]3)[O:8][C@H:7]([C:27]3[CH:32]=[CH:31][CH:30]=[C:29]([O:33][CH3:34])[C:28]=3[O:35][CH3:36])[C:6]=2[CH:37]=1.[H-].[Al+3].[Li+].[H-].[H-].[H-].